Task: Binary Classification. Given two protein amino acid sequences, predict whether they physically interact or not.. Dataset: Human Reference Interactome with 51,813 positive PPI pairs across 8,248 proteins, plus equal number of experimentally-validated negative pairs (1) Protein 1 (ENSG00000177673) has sequence MALPGYPLGNVDDSRSKDSPAGEPQGQVPLTADVLAVSSSVASTDWQDIDQASFKTATPRAISTSGDKDKSAVVPEHGQKTPRKITPLLPSQNPSPLQVSMSLQNPAWDRQVQDARTSQSLVVFPSHLLGKDKMSQMASVPEREPESAPSAPSAELQSTQHMEAQPVESDADHVTAGANGQHGPQAASTTKSAEEKAEHPKAPHPEAEALPSDESPVAMGANVVDSLGDLQTWFFPPPPAGSVSPSPGPHEVALGRRPLDSSLYTASEENSYMRSMTSLLDRGEGSISSLADILVWSETT.... Protein 2 (ENSG00000203667) has sequence MAAPPEPGEPEERKASCTSLHLSYWKSLKLLGFLDVENTPCARHSILYGSLGSVVAGFGHFLFTSRIRRSCDVGVGGFILVTLGCWFHCRYNYAKQRIQERIAREEIKKKILYEGTHLDPERKHNGSSSN*MAAPPEPGEPEERKSLKLLGFLDVENTPCARHSILYGSLGSVVAGFGHFLFTSRIRRSCDVGVGGFILVTLGCWFHCRYNYAKQRIQERIAREEIKKKILYEGTHLDPERKHNGSSSN*. Result: 1 (the proteins interact). (2) Protein 1 (ENSG00000198553) has sequence MSSQELVTLNVGGKIFTTRFSTIKQFPASRLARMLDGRDQEFKMVGGQIFVDRDGDLFSFILDFLRTHQLLLPTEFSDYLRLQREALFYELRSLVDLLNPYLLQPRPALVEVHFLSRNTQAFFRVFGSCSKTIEMLTGRITVFTEQPSAPTWNGNFFPPQMTLLPLPPQRPSYHDLVFQCGSDSTTDNQTGVRYVSIKPDNRKLANGTNVLGLLIDTLLKEGFHLVSTRTVSSEDKTECYSFERIKSPEVLITNETPKPETIIIPEQSQIKK*MSSQELVTLNVGGKIFTTRFSTIKQFP.... Protein 2 (ENSG00000131037) has sequence MSTATGPEAAPKPSAKSIYEQRKRYSTVVMADVSQYPVNHLVTFCLGEDDGVHTVEDASRKLAVMDSQGRVWAQEMLLRVSPDHVTLLDPASKEELESYPLGAIVRCDAVMPPGRSRSLLLLVCQEPERAQPDVHFFQGLRLGAELIREDIQGALHNYRSGRGERRAAALRATQEELQRDRSPAAETPPLQRRPSVRAVISTVERGAGRGRPQAKPIPEAEEAQRPEPVGTSSNADSASPDLGPRGPDLAVLQAEREVDILNHVFDDVESFVSRLQKSAEAARVLEHRERGRRSRRRAAG.... Result: 0 (the proteins do not interact). (3) Protein 1 (ENSG00000165943) has sequence MTLRLLEDWCRGMDMNPRKALLIAGISQSCSVAEIEEALQAGLAPLGEYRLLGRMFRRDENRKVALVGLTAETSHALVPKEIPGKGGIWRVIFKPPDPDNTFLSRLNEFLAGEGMTVGELSRALGHENGSLDPEQGMIPEMWAPMLAQALEALQPALQCLKYKKLRVFSGRESPEPGEEEFGRWMFHTTQMIKAWQVPDVEKRRRLLESLRGPALDVIRVLKINNPLITVDECLQALEEVFGVTDNPRELQVKYLTTYQKDEEKLSAYVLRLEPLLQKLVQRGAIERDAVNQARLDQVIA.... Protein 2 (ENSG00000242612) has sequence MAQPPPDVEGDDCLPAYRHLFCPDLLRDKVAFITGGGSGIGFRIAEIFMRHGCHTVIASRSLPRVLTAARKLAGATGRRCLPLSMDVRAPPAVMAAVDQALKEFGRIDILINCAAGNFLCPAGALSFNAFKTVMDIDTSGTFNVSRVLYEKFFRDHGGVIVNITATLGNRGQALQVHAGSAKAAVDAMTRHLAVEWGPQNIRVNSLAPGPISGTEGLRRLGGPQASLSTKVTASPLQRLGNKTEIAHSVLYLASPLASYVTGAVLVADGGAWLTFPNGVKGLPDFASFSAKL*MAQPPPD.... Result: 0 (the proteins do not interact). (4) Protein 1 (ENSG00000069122) has sequence MKSPRRTTLCLMFIVIYSSKAALNWNYESTIHPLSLHEHEPAGEEALRQKRAVATKSPTAEEYTVNIEISFENASFLDPIKAYLNSLSFPIHGNNTDQITDILSINVTTVCRPAGNEIWCSCETGYGWPRERCLHNLICQERDVFLPGHHCSCLKELPPNGPFCLLQEDVTLNMRVRLNVGFQEDLMNTSSALYRSYKTDLETAFRKGYGILPGFKGVTVTGFKSGSVVVTYEVKTTPPSLELIHKANEQVVQSLNQTYKMDYNSFQAVTINESNFFVTPEIIFEGDTVSLVCEKEVLSS.... Protein 2 (ENSG00000182518) has sequence MGGCPVRKRRRNGSKEGNHHSTQPKRNKRNPIFQDSQDTEVFSWSDNERSSSRINIPERASGPEGNLNQIVTEPDANFPQFLHEGLSKPVYVINWFMSFGPEIKLNTSQQGRNQAV*MGGCPVRKRRRNGSKEGNHHSTQPKRNKRNPIFQDSQDTEFSWSDNERSSSRINIPERASGPEGNLNQIVTEPDANFPQFLHEGLSKPVYVINWFMSFGPEIKLNTSQQGRNQAV*MGGCPVRKRRRNGSKEGNHHSTQPKRNKRNPIFQDSQDTEVFSWSDNERSSSRINIPERASGPEGNL.... Result: 0 (the proteins do not interact). (5) Protein 1 (ENSG00000123124) has sequence MATASPRSDTSNNHSGRLQLQVTVSSAKLKRKKNWFGTAIYTEVVVDGEITKTAKSSSSSNPKWDEQLTVNVTPQTTLEFQVWSHRTLKADALLGKATIDLKQALLIHNRKLERVKEQLKLSLENKNGIAQTGELTVVLDGLVIEQENITNCSSSPTIEIQENGDALHENGEPSARTTARLAVEGTNGIDNHVPTSTLVQNSCCSYVVNGDNTPSSPSQVAARPKNTPAPKPLASEPADDTVNGESSSFAPTDNASVTGTPVVSEENALSPNCTSTTVEDPPVQEILTSSENNECIPSTS.... Protein 2 (ENSG00000197070) has sequence MGRVQLFEISLSHGRVVYSPGEPLAGTVRVRLGAPLPFRAIRVTCIGSCGVSNKANDTAWVVEEGYFNSSLSLADKGSLPAGEHSFPFQFLLPATAPTSFEGPFGKIVHQVRAAIHTPRFSKDHKCSLVFYILSPLNLNSIPDIEQPNVASATKKFSYKLVKTGSVVLTASTDLRGYVVGQALQLHADVENQSGKDTSPVVASLLQKVSYKAKRWIHDVRTIAEVEGAGVKAWRRAQWHEQILVPALPQSALPGCSLIHIDYYLQVSLKAPEATVTLPVFIGNIAVNHAPVSPRPGLGLP.... Result: 1 (the proteins interact).